This data is from NCI-60 drug combinations with 297,098 pairs across 59 cell lines. The task is: Regression. Given two drug SMILES strings and cell line genomic features, predict the synergy score measuring deviation from expected non-interaction effect. Drug 1: CC(C1=C(C=CC(=C1Cl)F)Cl)OC2=C(N=CC(=C2)C3=CN(N=C3)C4CCNCC4)N. Drug 2: C1=NC(=NC(=O)N1C2C(C(C(O2)CO)O)O)N. Cell line: NCI/ADR-RES. Synergy scores: CSS=1.64, Synergy_ZIP=0.206, Synergy_Bliss=0.453, Synergy_Loewe=-2.57, Synergy_HSA=-1.64.